Dataset: Forward reaction prediction with 1.9M reactions from USPTO patents (1976-2016). Task: Predict the product of the given reaction. (1) Given the reactants [O:1]1[CH2:6][CH2:5][CH2:4][CH2:3][CH:2]1[O:7][C:8]1[CH:13]=[CH:12][C:11]([N:14]2[C:18]3[CH:19]=[CH:20][CH:21]=[CH:22][C:17]=3[N:16]=[C:15]2[C:23]2[CH:31]=[CH:30][C:26]([C:27]([OH:29])=O)=[CH:25][CH:24]=2)=[CH:10][CH:9]=1.[CH2:32]([NH2:39])[C:33]1[CH:38]=[CH:37][CH:36]=[CH:35][CH:34]=1.CCN(CC)CC, predict the reaction product. The product is: [CH2:32]([NH:39][C:27](=[O:29])[C:26]1[CH:25]=[CH:24][C:23]([C:15]2[N:14]([C:11]3[CH:10]=[CH:9][C:8]([O:7][CH:2]4[CH2:3][CH2:4][CH2:5][CH2:6][O:1]4)=[CH:13][CH:12]=3)[C:18]3[CH:19]=[CH:20][CH:21]=[CH:22][C:17]=3[N:16]=2)=[CH:31][CH:30]=1)[C:33]1[CH:38]=[CH:37][CH:36]=[CH:35][CH:34]=1. (2) Given the reactants [C:1]1([CH2:7][C:8](Cl)=[O:9])[CH:6]=[CH:5][CH:4]=[CH:3][CH:2]=1.[NH2:11][C:12]1[S:13][C:14]2[CH:20]=[C:19]([C:21]([F:24])([F:23])[F:22])[CH:18]=[CH:17][C:15]=2[N:16]=1, predict the reaction product. The product is: [F:24][C:21]([F:22])([F:23])[C:19]1[CH:18]=[CH:17][C:15]2[N:16]=[C:12]([NH:11][C:8](=[O:9])[CH2:7][C:1]3[CH:6]=[CH:5][CH:4]=[CH:3][CH:2]=3)[S:13][C:14]=2[CH:20]=1. (3) Given the reactants [Br:1][C:2]1[CH:9]=[CH:8][C:5]([C:6]#[N:7])=[C:4](F)[CH:3]=1.[NH:11]1[CH2:16][CH2:15][O:14][CH2:13][CH2:12]1.CCN(C(C)C)C(C)C, predict the reaction product. The product is: [Br:1][C:2]1[CH:9]=[CH:8][C:5]([C:6]#[N:7])=[C:4]([N:11]2[CH2:16][CH2:15][O:14][CH2:13][CH2:12]2)[CH:3]=1. (4) Given the reactants [CH3:1][O:2][C:3]1[CH:8]=[CH:7][C:6]([C:9]2[C:15]3[CH:16]=[C:17]([O:24][CH3:25])[C:18]([O:22][CH3:23])=[C:19]([O:20][CH3:21])[C:14]=3[O:13][CH2:12][C:11](=[O:26])[CH:10]=2)=[CH:5][C:4]=1[NH:27][C:28](=[O:34])[O:29][C:30]([CH3:33])([CH3:32])[CH3:31].[Br-:35].[Br-].[Br-].C1([N+](C)(C)C)C=CC=CC=1.C1([N+](C)(C)C)C=CC=CC=1.C1([N+](C)(C)C)C=CC=CC=1, predict the reaction product. The product is: [Br:35][CH:12]1[C:11](=[O:26])[CH:10]=[C:9]([C:6]2[CH:7]=[CH:8][C:3]([O:2][CH3:1])=[C:4]([NH:27][C:28](=[O:34])[O:29][C:30]([CH3:31])([CH3:33])[CH3:32])[CH:5]=2)[C:15]2[CH:16]=[C:17]([O:24][CH3:25])[C:18]([O:22][CH3:23])=[C:19]([O:20][CH3:21])[C:14]=2[O:13]1. (5) Given the reactants C(C1C=CC(C(NC2C=CC(C3C=C4C(CN([C@@H](C(C)C)C(O)=O)C4=O)=CC=3)=NC=2)=O)=CC=1)(C)(C)C.[CH3:37][CH:38]([CH3:74])[C@H:39]([N:44]1[CH2:52][C:51]2[C:46](=[CH:47][C:48]([C:53]3[CH:58]=[N:57][C:56]([NH:59][C:60](=[O:72])[C:61]4[CH:66]=[CH:65][C:64]([CH2:67][CH2:68][CH2:69][CH2:70][CH3:71])=[CH:63][CH:62]=4)=[CH:55][N:54]=3)=[CH:49][CH:50]=2)[C:45]1=[O:73])[C:40]([O:42]C)=[O:41], predict the reaction product. The product is: [CH3:74][CH:38]([CH3:37])[C@H:39]([N:44]1[CH2:52][C:51]2[C:46](=[CH:47][C:48]([C:53]3[CH:58]=[N:57][C:56]([NH:59][C:60](=[O:72])[C:61]4[CH:62]=[CH:63][C:64]([CH2:67][CH2:68][CH2:69][CH2:70][CH3:71])=[CH:65][CH:66]=4)=[CH:55][N:54]=3)=[CH:49][CH:50]=2)[C:45]1=[O:73])[C:40]([OH:42])=[O:41]. (6) Given the reactants F[P-](F)(F)(F)(F)F.N1(O[P+](N(C)C)(N(C)C)[N:19]([CH3:21])[CH3:20])C2C=CC=CC=2N=N1.[CH2:28]([O:35][C:36]([N:38]1[CH2:43][CH2:42][CH:41]([C:44]([OH:46])=O)[CH2:40][CH2:39]1)=[O:37])[C:29]1[CH:34]=[CH:33][CH:32]=[CH:31][CH:30]=1.C(Cl)Cl.CN1CCOCC1.CNC, predict the reaction product. The product is: [CH3:20][N:19]([CH3:21])[C:44]([CH:41]1[CH2:42][CH2:43][N:38]([C:36]([O:35][CH2:28][C:29]2[CH:34]=[CH:33][CH:32]=[CH:31][CH:30]=2)=[O:37])[CH2:39][CH2:40]1)=[O:46]. (7) Given the reactants [CH2:1]([O:8][CH2:9][C:10]1[O:14][N:13]=[C:12]([C:15]([O:17]CC)=[O:16])[CH:11]=1)[C:2]1[CH:7]=[CH:6][CH:5]=[CH:4][CH:3]=1.C(O)C.[OH-].[K+], predict the reaction product. The product is: [CH2:1]([O:8][CH2:9][C:10]1[O:14][N:13]=[C:12]([C:15]([OH:17])=[O:16])[CH:11]=1)[C:2]1[CH:7]=[CH:6][CH:5]=[CH:4][CH:3]=1.